Regression/Classification. Given a drug SMILES string, predict its toxicity properties. Task type varies by dataset: regression for continuous values (e.g., LD50, hERG inhibition percentage) or binary classification for toxic/non-toxic outcomes (e.g., AMES mutagenicity, cardiotoxicity, hepatotoxicity). Dataset: herg_karim. From a dataset of hERG potassium channel inhibition data for cardiac toxicity prediction from Karim et al.. (1) The drug is Cc1cc2c(nc1CNC13CCC(C[C@]4(O)Cn5c(=O)ccc6ncc(F)c4c65)(CC1)OC3)NC(=O)CO2. The result is 0 (non-blocker). (2) The compound is CC/C(=C(\c1ccccc1)c1ccc(OCC[N+](C)C)cc1)c1ccccc1. The result is 1 (blocker). (3) The compound is N#C[C@H]1CCOC[C@@H]1n1cc(C(N)=O)c(Nc2ccc([C@H](O)C(F)(F)F)cc2)n1. The result is 0 (non-blocker). (4) The drug is O=C(O)CC1c2ccccc2CC1NC(=O)c1cc2sc(Cl)c(Cl)c2[nH]1. The result is 0 (non-blocker).